This data is from Serine/threonine kinase 33 screen with 319,792 compounds. The task is: Binary Classification. Given a drug SMILES string, predict its activity (active/inactive) in a high-throughput screening assay against a specified biological target. The molecule is O=C1N(C2CC2)CC(CC1)C(=O)NCc1cn(nc1)c1cc(OC)ccc1. The result is 0 (inactive).